From a dataset of Catalyst prediction with 721,799 reactions and 888 catalyst types from USPTO. Predict which catalyst facilitates the given reaction. (1) Reactant: [C:1]([C:3]1[CH:4]=[C:5]([C:13]2[O:17][N:16]=[C:15]([C:18]3[CH:23]=[CH:22][C:21]([O:24][CH2:25][C:26]([O:28]CC)=[O:27])=[CH:20][C:19]=3[F:31])[N:14]=2)[CH:6]=[CH:7][C:8]=1[O:9][CH:10]([CH3:12])[CH3:11])#[N:2].[OH-].[Na+]. Product: [C:1]([C:3]1[CH:4]=[C:5]([C:13]2[O:17][N:16]=[C:15]([C:18]3[CH:23]=[CH:22][C:21]([O:24][CH2:25][C:26]([OH:28])=[O:27])=[CH:20][C:19]=3[F:31])[N:14]=2)[CH:6]=[CH:7][C:8]=1[O:9][CH:10]([CH3:12])[CH3:11])#[N:2]. The catalyst class is: 252. (2) Product: [CH2:1]([N:4]1[C:14]2[CH:19]=[CH:18][C:17]([Cl:20])=[CH:16][C:15]=2[CH:21]([C:22]2[CH:27]=[CH:26][CH:25]=[CH:24][C:23]=2[O:28][CH3:29])[O:30][CH:6]([CH2:7][C:8]([O:10][CH2:11][CH3:12])=[O:9])[C:5]1=[O:13])[CH:2]=[CH2:3]. The catalyst class is: 8. Reactant: [CH2:1]([N:4]([C:14]1[CH:19]=[CH:18][C:17]([Cl:20])=[CH:16][C:15]=1[C:21](=[O:30])[C:22]1[CH:27]=[CH:26][CH:25]=[CH:24][C:23]=1[O:28][CH3:29])[C:5](=[O:13])/[CH:6]=[CH:7]/[C:8]([O:10][CH2:11][CH3:12])=[O:9])[CH:2]=[CH2:3].[BH4-].[Na+].Cl. (3) Reactant: [N+:1]([C:4]1[CH:5]=[N:6][C:7]2[C:12]([C:13]=1[NH:14][CH2:15][CH2:16][CH2:17][NH:18][C:19](=[O:25])[O:20][C:21]([CH3:24])([CH3:23])[CH3:22])=[N:11][CH:10]=[CH:9][CH:8]=2)([O-])=O. Product: [NH2:1][C:4]1[CH:5]=[N:6][C:7]2[C:12]([C:13]=1[NH:14][CH2:15][CH2:16][CH2:17][NH:18][C:19](=[O:25])[O:20][C:21]([CH3:23])([CH3:22])[CH3:24])=[N:11][CH:10]=[CH:9][CH:8]=2. The catalyst class is: 612. (4) Reactant: [F:1][C:2]([F:48])([F:47])[C:3]1[CH:4]=[C:5]([CH:40]=[C:41]([C:43]([F:46])([F:45])[F:44])[CH:42]=1)[CH2:6][N:7]([CH2:23][C:24]1[CH:29]=[C:28]([C:30]([F:33])([F:32])[F:31])[CH:27]=[CH:26][C:25]=1[O:34][CH:35]([CH2:38][CH3:39])[CH2:36][CH3:37])[C:8]1[N:13]=[CH:12][C:11]([O:14][CH2:15][CH2:16][CH2:17][C:18]([O:20]CC)=[O:19])=[CH:10][N:9]=1.[OH-].[Na+].Cl.C(OCC)(=O)C. The catalyst class is: 8. Product: [F:48][C:2]([F:1])([F:47])[C:3]1[CH:4]=[C:5]([CH:40]=[C:41]([C:43]([F:44])([F:45])[F:46])[CH:42]=1)[CH2:6][N:7]([CH2:23][C:24]1[CH:29]=[C:28]([C:30]([F:33])([F:32])[F:31])[CH:27]=[CH:26][C:25]=1[O:34][CH:35]([CH2:36][CH3:37])[CH2:38][CH3:39])[C:8]1[N:9]=[CH:10][C:11]([O:14][CH2:15][CH2:16][CH2:17][C:18]([OH:20])=[O:19])=[CH:12][N:13]=1. (5) The catalyst class is: 31. Product: [N:1]1([C:6]2[CH:25]=[CH:24][C:9]([CH2:10][C:11]3[C:12]([N:28]([CH2:29][CH3:30])[CH2:26][CH3:27])=[N:13][C:14]4[C:19]([C:20]=3[Cl:21])=[CH:18][C:17]([Br:22])=[CH:16][CH:15]=4)=[CH:8][CH:7]=2)[CH:5]=[CH:4][CH:3]=[N:2]1. Reactant: [N:1]1([C:6]2[CH:25]=[CH:24][C:9]([CH2:10][C:11]3[C:12](Cl)=[N:13][C:14]4[C:19]([C:20]=3[Cl:21])=[CH:18][C:17]([Br:22])=[CH:16][CH:15]=4)=[CH:8][CH:7]=2)[CH:5]=[CH:4][CH:3]=[N:2]1.[CH2:26]([NH:28][CH2:29][CH3:30])[CH3:27]. (6) Reactant: [CH3:1][O:2][C:3]1[CH:8]=[CH:7][CH:6]=[CH:5][C:4]=1[C:9]1[N:10]=[C:11]([NH2:14])[S:12][CH:13]=1.[CH3:15][C:16]1[CH:24]=[CH:23][C:19]([C:20](Cl)=[O:21])=[CH:18][CH:17]=1. Product: [CH3:1][O:2][C:3]1[CH:8]=[CH:7][CH:6]=[CH:5][C:4]=1[C:9]1[N:10]=[C:11]([NH:14][C:20](=[O:21])[C:19]2[CH:23]=[CH:24][C:16]([CH3:15])=[CH:17][CH:18]=2)[S:12][CH:13]=1. The catalyst class is: 17. (7) Reactant: [CH2:1]([C@H:3]1[C@H:12]([CH3:13])[C@@H:11]([NH:14][C:15](=[O:24])[O:16][CH2:17][C:18]2[CH:23]=[CH:22][CH:21]=[CH:20][CH:19]=2)[C:10]2[C:5](=[CH:6][CH:7]=[C:8]([F:25])[CH:9]=2)[NH:4]1)[CH3:2].CCN(C(C)C)C(C)C.[C:35](Cl)(=[O:37])[CH3:36]. The catalyst class is: 4. Product: [C:35]([N:4]1[C:5]2[C:10](=[CH:9][C:8]([F:25])=[CH:7][CH:6]=2)[C@H:11]([NH:14][C:15](=[O:24])[O:16][CH2:17][C:18]2[CH:19]=[CH:20][CH:21]=[CH:22][CH:23]=2)[C@@H:12]([CH3:13])[C@@H:3]1[CH2:1][CH3:2])(=[O:37])[CH3:36]. (8) Reactant: Br[CH2:2][C:3]([C:5]1[C:10]([CH3:11])=[CH:9][C:8]([O:12][CH2:13][CH:14]2[CH2:16][CH2:15]2)=[CH:7][C:6]=1[CH3:17])=O.[NH2:18][C:19]([NH2:21])=[S:20]. Product: [CH:14]1([CH2:13][O:12][C:8]2[CH:9]=[C:10]([CH3:11])[C:5]([C:3]3[N:18]=[C:19]([NH2:21])[S:20][CH:2]=3)=[C:6]([CH3:17])[CH:7]=2)[CH2:16][CH2:15]1. The catalyst class is: 14. (9) Reactant: [CH3:1][C:2](C)([O-])C.[Na+].CN(C)C(=O)C.[CH2:13]([O:20][C:21]1[CH:22]=[CH:23][C:24]2[NH:30][C:29](=[O:31])[C:28]([CH3:33])([CH3:32])[C:27](=[O:34])[N:26]([CH3:35])[C:25]=2[CH:36]=1)[C:14]1[CH:19]=[CH:18][CH:17]=[CH:16][CH:15]=1.C(I)C. Product: [CH2:13]([O:20][C:21]1[CH:22]=[CH:23][C:24]2[N:30]([CH2:1][CH3:2])[C:29](=[O:31])[C:28]([CH3:33])([CH3:32])[C:27](=[O:34])[N:26]([CH3:35])[C:25]=2[CH:36]=1)[C:14]1[CH:15]=[CH:16][CH:17]=[CH:18][CH:19]=1. The catalyst class is: 6.